Dataset: Catalyst prediction with 721,799 reactions and 888 catalyst types from USPTO. Task: Predict which catalyst facilitates the given reaction. The catalyst class is: 25. Reactant: Cl[C:2]1[N:7]=[C:6]([NH:8][C:9]2[NH:13][N:12]=[C:11]([CH:14]3[CH2:16][CH2:15]3)[CH:10]=2)[CH:5]=[CH:4][N:3]=1.C(O)(=O)CCCCC(O)=O.[NH:27]1[C:35]2[C:30](=[CH:31][C:32]([CH:36]([NH2:38])[CH3:37])=[CH:33][CH:34]=2)[CH:29]=[CH:28]1.CCN(C(C)C)C(C)C.CCCCO. Product: [NH:27]1[C:35]2[C:30](=[CH:31][C:32]([CH:36]([NH:38][C:2]3[N:7]=[C:6]([NH:8][C:9]4[CH:10]=[C:11]([CH:14]5[CH2:16][CH2:15]5)[NH:12][N:13]=4)[CH:5]=[CH:4][N:3]=3)[CH3:37])=[CH:33][CH:34]=2)[CH:29]=[CH:28]1.